This data is from Catalyst prediction with 721,799 reactions and 888 catalyst types from USPTO. The task is: Predict which catalyst facilitates the given reaction. (1) Reactant: C(O[CH2:5][C:6]1[C:15]2[C:10](=[C:11]([O:16][C:17]3[CH:22]=[CH:21][CH:20]=[CH:19][CH:18]=3)[CH:12]=[CH:13][CH:14]=2)[C:9]([OH:23])=[C:8]([C:24]([O:26][CH3:27])=[O:25])[N:7]=1)(=O)C.C([O-])([O-])=O.[Na+].[Na+]. Product: [OH:23][C:9]1[C:10]2[C:15](=[CH:14][CH:13]=[CH:12][C:11]=2[O:16][C:17]2[CH:22]=[CH:21][CH:20]=[CH:19][CH:18]=2)[C:6]([CH3:5])=[N:7][C:8]=1[C:24]([O:26][CH3:27])=[O:25]. The catalyst class is: 153. (2) Reactant: [Cl:1][C:2]1[CH:7]=[C:6]([Cl:8])[CH:5]=[CH:4][C:3]=1[C:9]1[C:10](=[O:36])[O:11][C:12]2[C:17]([C:18]=1[CH2:19][C:20]1[CH:25]=[CH:24][C:23]([O:26][CH2:27][CH2:28][N:29]3[CH2:33][CH2:32][CH2:31][CH2:30]3)=[CH:22][CH:21]=1)=[CH:16][CH:15]=[C:14]([OH:34])[C:13]=2I.[C:37]([O-])([O-])=O.[K+].[K+].CB1OB(C)OB(C)O1. Product: [Cl:1][C:2]1[CH:7]=[C:6]([Cl:8])[CH:5]=[CH:4][C:3]=1[C:9]1[C:10](=[O:36])[O:11][C:12]2[C:17]([C:18]=1[CH2:19][C:20]1[CH:25]=[CH:24][C:23]([O:26][CH2:27][CH2:28][N:29]3[CH2:33][CH2:32][CH2:31][CH2:30]3)=[CH:22][CH:21]=1)=[CH:16][CH:15]=[C:14]([OH:34])[C:13]=2[CH3:37]. The catalyst class is: 77.